Dataset: NCI-60 drug combinations with 297,098 pairs across 59 cell lines. Task: Regression. Given two drug SMILES strings and cell line genomic features, predict the synergy score measuring deviation from expected non-interaction effect. (1) Drug 1: CC1=C(C=C(C=C1)NC(=O)C2=CC=C(C=C2)CN3CCN(CC3)C)NC4=NC=CC(=N4)C5=CN=CC=C5. Drug 2: C1CN(CCN1C(=O)CCBr)C(=O)CCBr. Cell line: NCI/ADR-RES. Synergy scores: CSS=15.1, Synergy_ZIP=-6.15, Synergy_Bliss=-2.70, Synergy_Loewe=-4.73, Synergy_HSA=-2.98. (2) Cell line: A549. Drug 1: CC1=C(C=C(C=C1)NC2=NC=CC(=N2)N(C)C3=CC4=NN(C(=C4C=C3)C)C)S(=O)(=O)N.Cl. Drug 2: CC1=CC2C(CCC3(C2CCC3(C(=O)C)OC(=O)C)C)C4(C1=CC(=O)CC4)C. Synergy scores: CSS=16.4, Synergy_ZIP=6.80, Synergy_Bliss=11.1, Synergy_Loewe=9.54, Synergy_HSA=11.5.